From a dataset of Reaction yield outcomes from USPTO patents with 853,638 reactions. Predict the reaction yield, written as a fraction of the theoretical maximum amount of product (1.0 means a 100% yield; for example, 0.34 means a 34% yield). (1) The reactants are [Cl:1][C:2]1[C:3]([O:15][CH:16]2[CH2:21][CH2:20][CH2:19][CH:18]([NH:22]C(=O)OC(C)(C)C)[CH2:17]2)=[N:4][C:5]([NH:8][C:9]2[CH:10]=[N:11][N:12]([CH3:14])[CH:13]=2)=[N:6][CH:7]=1.C(O)(C(F)(F)F)=O. The catalyst is C(Cl)Cl. The product is [NH2:22][CH:18]1[CH2:19][CH2:20][CH2:21][CH:16]([O:15][C:3]2[C:2]([Cl:1])=[CH:7][N:6]=[C:5]([NH:8][C:9]3[CH:10]=[N:11][N:12]([CH3:14])[CH:13]=3)[N:4]=2)[CH2:17]1. The yield is 0.320. (2) The reactants are I[C:2]1[CH:3]=[CH:4][C:5]([N:8]2[C:12](=[O:13])[CH2:11][C@H:10]3[CH2:14][CH2:15][CH2:16][C@@H:9]23)=[N:6][CH:7]=1.[C:17]([C:19]1[CH:24]=[C:23]([F:25])[CH:22]=[CH:21][C:20]=1[F:26])#[CH:18]. No catalyst specified. The product is [F:26][C:20]1[CH:21]=[CH:22][C:23]([F:25])=[CH:24][C:19]=1[C:17]#[C:18][C:2]1[CH:3]=[CH:4][C:5]([N:8]2[C:12](=[O:13])[CH2:11][C@H:10]3[CH2:14][CH2:15][CH2:16][C@@H:9]23)=[N:6][CH:7]=1. The yield is 0.980. (3) The reactants are [NH2:1][C:2]1[CH:7]=[CH:6][C:5]([C:8]2[CH:13]=[CH:12][C:11]([F:14])=[CH:10][CH:9]=2)=[CH:4][N:3]=1.C([O-])(=O)C.[Na+].[Br:20]Br. The catalyst is C(O)(=O)C.ClCCl. The product is [NH2:1][C:2]1[C:7]([Br:20])=[CH:6][C:5]([C:8]2[CH:13]=[CH:12][C:11]([F:14])=[CH:10][CH:9]=2)=[CH:4][N:3]=1. The yield is 0.600.